From a dataset of Forward reaction prediction with 1.9M reactions from USPTO patents (1976-2016). Predict the product of the given reaction. (1) Given the reactants [CH2:1]1[C:3]2([CH2:8][O:7][CH:6]([CH2:9][OH:10])[O:5][CH2:4]2)[CH2:2]1.[H-].[Na+].Cl[C:14]1[CH:19]=[CH:18][N+:17]([O-:20])=[C:16]([CH3:21])[C:15]=1[CH3:22], predict the reaction product. The product is: [CH2:2]1[C:3]2([CH2:8][O:7][CH:6]([CH2:9][O:10][C:14]3[CH:19]=[CH:18][N+:17]([O-:20])=[C:16]([CH3:21])[C:15]=3[CH3:22])[O:5][CH2:4]2)[CH2:1]1. (2) Given the reactants [N:1]1([C:7]2[N:8]=[C:9]([CH2:14][C:15]([O:17][CH2:18][CH3:19])=[O:16])[NH:10][C:11](=[O:13])[CH:12]=2)[CH2:6][CH2:5][O:4][CH2:3][CH2:2]1.[C:20](=O)([O-])[O-].[K+].[K+].CI, predict the reaction product. The product is: [CH3:20][N:10]1[C:11](=[O:13])[CH:12]=[C:7]([N:1]2[CH2:2][CH2:3][O:4][CH2:5][CH2:6]2)[N:8]=[C:9]1[CH2:14][C:15]([O:17][CH2:18][CH3:19])=[O:16]. (3) Given the reactants [C:1]([O:5][C:6]([N:8]1[CH2:12][CH2:11][C@@H:10]([OH:13])[C@H:9]1[C:14]([OH:16])=O)=[O:7])([CH3:4])([CH3:3])[CH3:2].CCN(C(C)C)C(C)C.CN(C(ON1N=NC2C=CC=NC1=2)=[N+](C)C)C.F[P-](F)(F)(F)(F)F.Cl.[NH2:51][CH2:52][C:53]1[CH:61]=[C:60]([C:62]2[CH:63]=[N:64][C:65]([C:68]([F:71])([F:70])[F:69])=[N:66][CH:67]=2)[CH:59]=[CH:58][C:54]=1[C:55]([NH2:57])=[O:56], predict the reaction product. The product is: [C:55]([C:54]1[CH:58]=[CH:59][C:60]([C:62]2[CH:63]=[N:64][C:65]([C:68]([F:69])([F:70])[F:71])=[N:66][CH:67]=2)=[CH:61][C:53]=1[CH2:52][NH:51][C:14]([C@@H:9]1[C@H:10]([OH:13])[CH2:11][CH2:12][N:8]1[C:6]([O:5][C:1]([CH3:2])([CH3:3])[CH3:4])=[O:7])=[O:16])(=[O:56])[NH2:57]. (4) Given the reactants [CH3:1][C:2]1[CH:7]=[CH:6][N:5]=[C:4]([C:8]#[N:9])[CH:3]=1.[Li+].[CH3:11][CH:12]([N-]C(C)C)[CH3:13].C(Br)C=C.O, predict the reaction product. The product is: [CH2:1]([C:2]1[CH:7]=[CH:6][N:5]=[C:4]([C:8]#[N:9])[CH:3]=1)[CH2:13][CH:12]=[CH2:11]. (5) Given the reactants [O:1]([C:8]1[CH:13]=[CH:12][C:11]([N:14]=[C:15]=[O:16])=[CH:10][CH:9]=1)[C:2]1[CH:7]=[CH:6][CH:5]=[CH:4][CH:3]=1.Cl.[CH3:18][N:19]1[CH2:24][CH2:23][N:22]([C:25]2[CH:30]=[C:29]([C:31]3[CH:40]=[C:39]4[C:34]([CH2:35][CH2:36][NH:37][CH2:38]4)=[CH:33][CH:32]=3)[N:28]=[C:27]([NH2:41])[N:26]=2)[CH2:21][CH2:20]1, predict the reaction product. The product is: [NH2:41][C:27]1[N:28]=[C:29]([C:31]2[CH:40]=[C:39]3[C:34]([CH2:35][CH2:36][N:37]([C:15]([NH:14][C:11]4[CH:12]=[CH:13][C:8]([O:1][C:2]5[CH:3]=[CH:4][CH:5]=[CH:6][CH:7]=5)=[CH:9][CH:10]=4)=[O:16])[CH2:38]3)=[CH:33][CH:32]=2)[CH:30]=[C:25]([N:22]2[CH2:21][CH2:20][N:19]([CH3:18])[CH2:24][CH2:23]2)[N:26]=1.